This data is from Full USPTO retrosynthesis dataset with 1.9M reactions from patents (1976-2016). The task is: Predict the reactants needed to synthesize the given product. Given the product [CH2:17]([O:19][C:20]([C:22]1[S:26][C:25]([O:12][CH2:11][CH2:10][CH2:9][C:5]2[CH:6]=[CH:7][CH:8]=[C:3]([O:2][CH3:1])[CH:4]=2)=[N:24][C:23]=1[CH3:28])=[O:21])[CH3:18], predict the reactants needed to synthesize it. The reactants are: [CH3:1][O:2][C:3]1[CH:4]=[C:5]([CH2:9][CH2:10][CH2:11][O:12]S(C)(=O)=O)[CH:6]=[CH:7][CH:8]=1.[CH2:17]([O:19][C:20]([C:22]1[S:26][C:25](=O)[NH:24][C:23]=1[CH3:28])=[O:21])[CH3:18].C(=O)([O-])[O-].[Cs+].[Cs+].